This data is from NCI-60 drug combinations with 297,098 pairs across 59 cell lines. The task is: Regression. Given two drug SMILES strings and cell line genomic features, predict the synergy score measuring deviation from expected non-interaction effect. (1) Drug 1: CC1=C(C(=O)C2=C(C1=O)N3CC4C(C3(C2COC(=O)N)OC)N4)N. Drug 2: CC1CCCC2(C(O2)CC(NC(=O)CC(C(C(=O)C(C1O)C)(C)C)O)C(=CC3=CSC(=N3)C)C)C. Cell line: EKVX. Synergy scores: CSS=12.7, Synergy_ZIP=-8.91, Synergy_Bliss=-4.88, Synergy_Loewe=-16.4, Synergy_HSA=-4.63. (2) Drug 1: CC12CCC3C(C1CCC2OP(=O)(O)O)CCC4=C3C=CC(=C4)OC(=O)N(CCCl)CCCl.[Na+]. Drug 2: CC1C(C(CC(O1)OC2CC(CC3=C2C(=C4C(=C3O)C(=O)C5=C(C4=O)C(=CC=C5)OC)O)(C(=O)CO)O)N)O.Cl. Cell line: CCRF-CEM. Synergy scores: CSS=50.7, Synergy_ZIP=3.85, Synergy_Bliss=6.04, Synergy_Loewe=-16.9, Synergy_HSA=7.29. (3) Drug 1: COC1=C(C=C2C(=C1)N=CN=C2NC3=CC(=C(C=C3)F)Cl)OCCCN4CCOCC4. Drug 2: CN(C(=O)NC(C=O)C(C(C(CO)O)O)O)N=O. Cell line: MDA-MB-435. Synergy scores: CSS=5.45, Synergy_ZIP=-4.04, Synergy_Bliss=-4.54, Synergy_Loewe=-10.5, Synergy_HSA=-2.56. (4) Drug 1: C1=CN(C=N1)CC(O)(P(=O)(O)O)P(=O)(O)O. Drug 2: CCC1(C2=C(COC1=O)C(=O)N3CC4=CC5=C(C=CC(=C5CN(C)C)O)N=C4C3=C2)O.Cl. Cell line: DU-145. Synergy scores: CSS=28.2, Synergy_ZIP=-2.11, Synergy_Bliss=-3.43, Synergy_Loewe=-34.0, Synergy_HSA=-1.90. (5) Drug 1: CNC(=O)C1=CC=CC=C1SC2=CC3=C(C=C2)C(=NN3)C=CC4=CC=CC=N4. Drug 2: CC12CCC(CC1=CCC3C2CCC4(C3CC=C4C5=CN=CC=C5)C)O. Cell line: M14. Synergy scores: CSS=-1.77, Synergy_ZIP=2.25, Synergy_Bliss=2.93, Synergy_Loewe=-1.37, Synergy_HSA=-1.17. (6) Drug 1: CCC(=C(C1=CC=CC=C1)C2=CC=C(C=C2)OCCN(C)C)C3=CC=CC=C3.C(C(=O)O)C(CC(=O)O)(C(=O)O)O. Drug 2: CC1=C(C(=CC=C1)Cl)NC(=O)C2=CN=C(S2)NC3=CC(=NC(=N3)C)N4CCN(CC4)CCO. Cell line: UACC-257. Synergy scores: CSS=1.53, Synergy_ZIP=0.349, Synergy_Bliss=1.17, Synergy_Loewe=-4.38, Synergy_HSA=-2.56. (7) Drug 1: CS(=O)(=O)OCCCCOS(=O)(=O)C. Drug 2: C1=NNC2=C1C(=O)NC=N2. Cell line: UACC62. Synergy scores: CSS=8.74, Synergy_ZIP=-4.35, Synergy_Bliss=-2.62, Synergy_Loewe=0.411, Synergy_HSA=0.599. (8) Drug 1: C(=O)(N)NO. Drug 2: C1=NC2=C(N=C(N=C2N1C3C(C(C(O3)CO)O)F)Cl)N. Cell line: SF-268. Synergy scores: CSS=4.58, Synergy_ZIP=-0.256, Synergy_Bliss=2.26, Synergy_Loewe=-2.27, Synergy_HSA=1.00. (9) Drug 1: C1CCC(C1)C(CC#N)N2C=C(C=N2)C3=C4C=CNC4=NC=N3. Drug 2: CC1=C(C(CCC1)(C)C)C=CC(=CC=CC(=CC(=O)O)C)C. Cell line: UACC62. Synergy scores: CSS=2.58, Synergy_ZIP=-0.107, Synergy_Bliss=4.04, Synergy_Loewe=-5.55, Synergy_HSA=-4.85. (10) Drug 1: C1CN1P(=S)(N2CC2)N3CC3. Drug 2: CC(C)(C#N)C1=CC(=CC(=C1)CN2C=NC=N2)C(C)(C)C#N. Cell line: OVCAR-4. Synergy scores: CSS=-0.754, Synergy_ZIP=5.90, Synergy_Bliss=1.58, Synergy_Loewe=-2.21, Synergy_HSA=-2.05.